The task is: Predict the reactants needed to synthesize the given product.. This data is from Full USPTO retrosynthesis dataset with 1.9M reactions from patents (1976-2016). (1) Given the product [OH:50][CH2:51][C@@H:52]1[CH2:57][CH2:56][C@:3]([C:5]2[S:6][C:7]([C:10]3[CH:15]=[C:14]([NH:16][C:17]4[N:22]=[C:21]([C:23]([F:26])([F:25])[F:24])[CH:20]=[CH:19][N:18]=4)[CH:13]=[C:12]([CH3:27])[CH:11]=3)=[CH:8][N:9]=2)([OH:4])[CH2:2][C:53]1([CH3:64])[CH3:54], predict the reactants needed to synthesize it. The reactants are: F[C:2](F)(F)[CH:3]([C:5]1[S:6][C:7]([C:10]2[CH:15]=[C:14]([NH:16][C:17]3[N:22]=[C:21]([C:23]([F:26])([F:25])[F:24])[CH:20]=[CH:19][N:18]=3)[CH:13]=[C:12]([CH3:27])[CH:11]=2)=[CH:8][N:9]=1)[OH:4].C(O)(=O)C(C)(C)C.C(=O)([O-])[O-].[K+].[K+].OC(C(F)(F)F)=O.[OH:50][CH2:51][C@@H:52]1[CH2:57][CH2:56][C@](C2SC=CN=2)(O)[CH2:54][C:53]1(C)[CH3:64]. (2) Given the product [CH2:1]([O:3][C:4](=[O:11])[C:5]([OH:10])([CH3:9])[C:6]([NH:20][CH2:19][C:18]([F:25])([F:17])[C:21]([F:24])([F:23])[F:22])=[O:8])[CH3:2], predict the reactants needed to synthesize it. The reactants are: [CH2:1]([O:3][C:4](=[O:11])[C:5]([OH:10])([CH3:9])[C:6]([OH:8])=O)[CH3:2].O1CCCC1.[F:17][C:18]([F:25])([C:21]([F:24])([F:23])[F:22])[CH2:19][NH2:20].Cl.CN(C)CCCN=C=NCC.C(N(CC)C(C)C)(C)C. (3) Given the product [CH2:19]([NH:22][C:13]([C:11]1[S:12][C:8]([C:5]2[C:4]([CH3:16])=[C:3]([C:2]([F:1])([F:18])[F:17])[O:7][N:6]=2)=[CH:9][CH:10]=1)=[O:15])[C:20]#[CH:21], predict the reactants needed to synthesize it. The reactants are: [F:1][C:2]([F:18])([F:17])[C:3]1[O:7][N:6]=[C:5]([C:8]2[S:12][C:11]([C:13]([OH:15])=O)=[CH:10][CH:9]=2)[C:4]=1[CH3:16].[CH2:19]([NH2:22])[C:20]#[CH:21]. (4) Given the product [Cl:1][C:2]1[C:7]([Cl:8])=[CH:6][C:5]([CH:9]=[O:10])=[CH:4][C:3]=1[O:11][CH3:12], predict the reactants needed to synthesize it. The reactants are: [Cl:1][C:2]1[C:7]([Cl:8])=[CH:6][C:5]([CH2:9][OH:10])=[CH:4][C:3]=1[O:11][CH3:12].CCOC(C)=O.CCCCCC. (5) Given the product [O:1]1[C:5]2[CH:6]=[CH:7][C:8]([O:10][C:11]3[N:28]=[CH:27][C:26]([F:29])=[CH:25][C:12]=3[C:13]([NH:15][CH2:16][C:17]3[CH:22]=[CH:21][C:20]([O:23][CH2:38][C:39]4[CH:44]=[CH:43][CH:42]=[CH:41][N:40]=4)=[CH:19][C:18]=3[F:24])=[O:14])=[CH:9][C:4]=2[O:3][CH2:2]1, predict the reactants needed to synthesize it. The reactants are: [O:1]1[C:5]2[CH:6]=[CH:7][C:8]([O:10][C:11]3[N:28]=[CH:27][C:26]([F:29])=[CH:25][C:12]=3[C:13]([NH:15][CH2:16][C:17]3[CH:22]=[CH:21][C:20]([OH:23])=[CH:19][C:18]=3[F:24])=[O:14])=[CH:9][C:4]=2[O:3][CH2:2]1.C(=O)([O-])[O-].[K+].[K+].Cl.Cl[CH2:38][C:39]1[CH:44]=[CH:43][CH:42]=[CH:41][N:40]=1.C(N(CC)CC)C. (6) Given the product [Cl:15][C:7]1[N:6]=[C:5]([C:3]([O:2][CH3:1])=[O:4])[C:10]([CH3:11])=[CH:9][CH:8]=1, predict the reactants needed to synthesize it. The reactants are: [CH3:1][O:2][C:3]([C:5]1[C:10]([CH3:11])=[CH:9][CH:8]=[CH:7][N+:6]=1[O-])=[O:4].O=P(Cl)(Cl)[Cl:15]. (7) The reactants are: [CH3:1][N:2]1[CH2:7][CH2:6][NH:5][CH2:4][CH2:3]1.[C:8](#[N:10])[CH3:9].C([O-])([O-])=O.[K+].[K+].ClCC#N. Given the product [CH3:1][N:2]1[CH2:7][CH2:6][N:5]([CH2:9][C:8]#[N:10])[CH2:4][CH2:3]1, predict the reactants needed to synthesize it.